Dataset: Catalyst prediction with 721,799 reactions and 888 catalyst types from USPTO. Task: Predict which catalyst facilitates the given reaction. (1) Reactant: S(=O)(=O)(O)O.[OH:6][CH2:7][CH2:8][CH2:9][CH:10]1[CH2:21][CH2:20][CH2:19][CH2:18][CH2:17][CH2:16][CH2:15][CH2:14][CH2:13][CH2:12][C:11]1=[O:22].[OH:23][OH:24]. Product: [O-:23][OH:24].[OH:6][CH2:7][CH2:8][CH2:9][CH:10]1[CH2:21][CH2:20][CH2:19][CH2:18][CH2:17][CH2:16][CH2:15][CH2:14][CH2:13][CH2:12][C:11]1=[O:22]. The catalyst class is: 15. (2) Reactant: [C:1]([O:5][C:6]([N:8]1[CH2:13][CH2:12][NH:11][CH:10]([C:14]([O:16][CH2:17][CH3:18])=[O:15])[CH2:9]1)=[O:7])([CH3:4])([CH3:3])[CH3:2].[Cl:19][C:20]1[CH:21]=[C:22]2[C:27](=[CH:28][CH:29]=1)[CH:26]=[C:25]([S:30](Cl)(=[O:32])=[O:31])[CH:24]=[CH:23]2.C(N(C(C)C)CC)(C)C. Product: [C:1]([O:5][C:6]([N:8]1[CH2:13][CH2:12][N:11]([S:30]([C:25]2[CH:24]=[CH:23][C:22]3[C:27](=[CH:28][CH:29]=[C:20]([Cl:19])[CH:21]=3)[CH:26]=2)(=[O:31])=[O:32])[CH:10]([C:14]([O:16][CH2:17][CH3:18])=[O:15])[CH2:9]1)=[O:7])([CH3:4])([CH3:3])[CH3:2]. The catalyst class is: 4. (3) Reactant: [F:1][C:2]([F:16])([C:8]1[CH:13]=[CH:12][CH:11]=[C:10]([F:14])[C:9]=1[CH3:15])[C:3]([O:5]CC)=[O:4].O.[OH-].[Li+]. Product: [F:16][C:2]([F:1])([C:8]1[CH:13]=[CH:12][CH:11]=[C:10]([F:14])[C:9]=1[CH3:15])[C:3]([OH:5])=[O:4]. The catalyst class is: 364. (4) Reactant: [NH2:1][C:2]1[CH:3]=[C:4]2[C:9](=[C:10]([Cl:12])[CH:11]=1)[N:8]=[CH:7][C:6]([C:13]#[N:14])=[C:5]2[NH:15][C:16]1[CH:21]=[CH:20][C:19]([F:22])=[C:18]([Cl:23])[CH:17]=1.[CH:24](=O)[C:25]1[CH:30]=[CH:29][CH:28]=[N:27][CH:26]=1.[BH3-]C#N.[Na+]. Product: [Cl:12][C:10]1[CH:11]=[C:2]([NH:1][CH2:24][C:25]2[CH:26]=[N:27][CH:28]=[CH:29][CH:30]=2)[CH:3]=[C:4]2[C:9]=1[N:8]=[CH:7][C:6]([C:13]#[N:14])=[C:5]2[NH:15][C:16]1[CH:21]=[CH:20][C:19]([F:22])=[C:18]([Cl:23])[CH:17]=1. The catalyst class is: 14.